Dataset: Forward reaction prediction with 1.9M reactions from USPTO patents (1976-2016). Task: Predict the product of the given reaction. (1) Given the reactants Cl[C:2]1[CH:7]=[C:6]([CH2:8][CH3:9])[N:5]=[C:4]([C:10]2[CH:15]=[CH:14][CH:13]=[C:12]([Cl:16])[CH:11]=2)[N:3]=1.[CH3:17][C:18]([C:24]1[CH:29]=[CH:28][C:27]([CH2:30]B2OC(C)(C)C(C)(C)O2)=[CH:26][CH:25]=1)([CH3:23])[C:19]([O:21][CH3:22])=[O:20].C([O-])([O-])=O.[Na+].[Na+].O1CCOCC1, predict the reaction product. The product is: [Cl:16][C:12]1[CH:11]=[C:10]([C:4]2[N:3]=[C:2]([CH2:30][C:27]3[CH:26]=[CH:25][C:24]([C:18]([CH3:17])([CH3:23])[C:19]([O:21][CH3:22])=[O:20])=[CH:29][CH:28]=3)[CH:7]=[C:6]([CH2:8][CH3:9])[N:5]=2)[CH:15]=[CH:14][CH:13]=1. (2) Given the reactants [N:1]1([C:7](=[O:31])[CH2:8][O:9][C@H:10]2[C:19]3[C:14](=[CH:15][CH:16]=[CH:17][CH:18]=3)[C@@H:13]([N:20]3C(=O)C4C(=CC=CC=4)C3=O)[CH2:12][CH2:11]2)[CH2:6][CH2:5][O:4][CH2:3][CH2:2]1.O.NN, predict the reaction product. The product is: [NH2:20][C@@H:13]1[C:14]2[C:19](=[CH:18][CH:17]=[CH:16][CH:15]=2)[C@H:10]([O:9][CH2:8][C:7]([N:1]2[CH2:2][CH2:3][O:4][CH2:5][CH2:6]2)=[O:31])[CH2:11][CH2:12]1.